This data is from Peptide-MHC class I binding affinity with 185,985 pairs from IEDB/IMGT. The task is: Regression. Given a peptide amino acid sequence and an MHC pseudo amino acid sequence, predict their binding affinity value. This is MHC class I binding data. The peptide sequence is TNIKSLIPM. The MHC is H-2-Db with pseudo-sequence H-2-Db. The binding affinity (normalized) is 0.314.